From a dataset of NCI-60 drug combinations with 297,098 pairs across 59 cell lines. Regression. Given two drug SMILES strings and cell line genomic features, predict the synergy score measuring deviation from expected non-interaction effect. Drug 1: CC1=C(C(=CC=C1)Cl)NC(=O)C2=CN=C(S2)NC3=CC(=NC(=N3)C)N4CCN(CC4)CCO. Drug 2: C1C(C(OC1N2C=NC3=C2NC=NCC3O)CO)O. Cell line: MCF7. Synergy scores: CSS=0.375, Synergy_ZIP=-1.38, Synergy_Bliss=-3.13, Synergy_Loewe=-2.23, Synergy_HSA=-3.45.